This data is from Peptide-MHC class I binding affinity with 185,985 pairs from IEDB/IMGT. The task is: Regression. Given a peptide amino acid sequence and an MHC pseudo amino acid sequence, predict their binding affinity value. This is MHC class I binding data. (1) The binding affinity (normalized) is 0.154. The peptide sequence is EALGPFQSFV. The MHC is H-2-Kb with pseudo-sequence H-2-Kb. (2) The peptide sequence is LLWTLVVLL. The MHC is HLA-A01:01 with pseudo-sequence HLA-A01:01. The binding affinity (normalized) is 0.0443. (3) The binding affinity (normalized) is 0.504. The MHC is HLA-A02:03 with pseudo-sequence HLA-A02:03. The peptide sequence is NLKERYYSGL. (4) The peptide sequence is AIILASFSA. The MHC is HLA-A02:03 with pseudo-sequence HLA-A02:03. The binding affinity (normalized) is 0.522.